This data is from Full USPTO retrosynthesis dataset with 1.9M reactions from patents (1976-2016). The task is: Predict the reactants needed to synthesize the given product. (1) Given the product [Br:25][C:21]1[CH:20]=[C:19]([C:17]2[N:1]=[C:2]([CH2:3][N:4]3[CH:8]=[C:7]([C:9]([O:11][CH2:12][CH3:13])=[O:10])[CH:6]=[N:5]3)[S:14][CH:16]=2)[CH:24]=[CH:23][CH:22]=1, predict the reactants needed to synthesize it. The reactants are: [NH2:1][C:2](=[S:14])[CH2:3][N:4]1[CH:8]=[C:7]([C:9]([O:11][CH2:12][CH3:13])=[O:10])[CH:6]=[N:5]1.Br[CH2:16][C:17]([C:19]1[CH:24]=[CH:23][CH:22]=[C:21]([Br:25])[CH:20]=1)=O. (2) Given the product [CH3:25][O:24][C:6]1[CH:7]=[CH:8][C:9]2[C:10]3[C:11](=[N:12][NH:13][CH:14]=3)[C:2]([NH:36][C:34]3[CH:33]=[CH:32][C:30]4[NH:31][C:27]([CH3:26])=[N:28][C:29]=4[CH:35]=3)=[N:3][C:4]=2[CH:5]=1, predict the reactants needed to synthesize it. The reactants are: Cl[C:2]1[C:11]2=[N:12][N:13](CC3C=CC(OC)=CC=3)[CH:14]=[C:10]2[C:9]2[CH:8]=[CH:7][C:6]([O:24][CH3:25])=[CH:5][C:4]=2[N:3]=1.[CH3:26][C:27]1[NH:31][C:30]2[CH:32]=[CH:33][C:34]([NH2:36])=[CH:35][C:29]=2[N:28]=1.Cl. (3) Given the product [F:3][C:4]1[C:9]([O:10][CH3:11])=[CH:8][C:7]([O:12][CH3:13])=[CH:6][C:5]=1[C:14]1[C:23]2[N:22]=[CH:21][CH:20]=[N:19][C:18]=2[C:17]([C:24]([OH:26])=[O:1])=[CH:16][CH:15]=1, predict the reactants needed to synthesize it. The reactants are: [OH-:1].[K+].[F:3][C:4]1[C:9]([O:10][CH3:11])=[CH:8][C:7]([O:12][CH3:13])=[CH:6][C:5]=1[C:14]1[C:23]2[N:22]=[CH:21][CH:20]=[N:19][C:18]=2[C:17]([C:24]#N)=[CH:16][CH:15]=1.[OH2:26]. (4) Given the product [Br:19][C:20]1[CH:27]=[CH:26][CH:25]=[C:22]2[C:21]=1[C:10]([OH:12])=[CH:9][C:8]([C:7]([O:16][CH2:17][CH3:18])=[O:15])=[CH:23]2, predict the reactants needed to synthesize it. The reactants are: CC(C)([O-])C.[K+].[C:7]([O:16][CH2:17][CH3:18])(=[O:15])[CH2:8][CH2:9][C:10]([O:12]CC)=O.[Br:19][C:20]1[CH:21]=[C:22]([CH:25]=[CH:26][CH:27]=1)[CH:23]=O.Cl.CC([O-])=O.[Na+].C([O-])([O-])=O.[K+].[K+]. (5) The reactants are: Br[C:2]1[CH:24]=[CH:23][C:5]2[C:6]3[N:7]([CH:11]=[C:12]([C:14]4[N:15]([CH:20]([CH3:22])[CH3:21])[CH:16]=[C:17]([CH3:19])[N:18]=4)[N:13]=3)[CH2:8][CH2:9][O:10][C:4]=2[CH:3]=1.[CH3:25][C:26]([OH:43])([CH3:42])[CH2:27][N:28]1[CH:32]=[C:31](B2OC(C)(C)C(C)(C)O2)[CH:30]=[N:29]1. Given the product [CH:20]([N:15]1[CH:16]=[C:17]([CH3:19])[N:18]=[C:14]1[C:12]1[N:13]=[C:6]2[C:5]3[CH:23]=[CH:24][C:2]([C:31]4[CH:30]=[N:29][N:28]([CH2:27][C:26]([CH3:42])([OH:43])[CH3:25])[CH:32]=4)=[CH:3][C:4]=3[O:10][CH2:9][CH2:8][N:7]2[CH:11]=1)([CH3:22])[CH3:21], predict the reactants needed to synthesize it. (6) Given the product [CH3:1][C:2]1([CH3:19])[C:6]2[CH:7]=[CH:8][C:9]([NH2:11])=[CH:10][C:5]=2[S:4](=[O:15])(=[O:14])[NH:3]1, predict the reactants needed to synthesize it. The reactants are: [CH3:1][C:2]1([CH3:19])[C:6]2[CH:7]=[CH:8][C:9]([N+:11]([O-])=O)=[CH:10][C:5]=2[S:4](=[O:15])(=[O:14])[N:3]1[N+]([O-])=O.Cl.